From a dataset of Full USPTO retrosynthesis dataset with 1.9M reactions from patents (1976-2016). Predict the reactants needed to synthesize the given product. (1) Given the product [OH:1][C:2]1[CH:3]=[C:4]([CH:8]=[CH:9][C:10]=1[I:11])[C:5]([O:7][CH3:12])=[O:6], predict the reactants needed to synthesize it. The reactants are: [OH:1][C:2]1[CH:3]=[C:4]([CH:8]=[CH:9][C:10]=1[I:11])[C:5]([OH:7])=[O:6].[C:12]1(C)C=CC(S(O)(=O)=O)=CC=1.O. (2) Given the product [CH2:1]([O:3][C:4](=[O:18])[C:5]([O:8][C:9]1[CH:14]=[CH:13][C:12]([O:15][CH2:32][CH2:31][CH2:30][C:29]#[C:28][C:25]2[CH:26]=[CH:27][C:22]([O:21][C:20]([F:19])([F:38])[F:39])=[CH:23][CH:24]=2)=[C:11]([F:16])[C:10]=1[CH3:17])([CH3:6])[CH3:7])[CH3:2], predict the reactants needed to synthesize it. The reactants are: [CH2:1]([O:3][C:4](=[O:18])[C:5]([O:8][C:9]1[CH:14]=[CH:13][C:12]([OH:15])=[C:11]([F:16])[C:10]=1[CH3:17])([CH3:7])[CH3:6])[CH3:2].[F:19][C:20]([F:39])([F:38])[O:21][C:22]1[CH:27]=[CH:26][C:25]([C:28]#[C:29][CH2:30][CH2:31][CH2:32]OS(C)(=O)=O)=[CH:24][CH:23]=1. (3) Given the product [C:33]([C:17]1[C:18]2[C:23](=[CH:22][CH:21]=[C:20]([O:26][C:27]3[CH:28]=[CH:29][CH:30]=[CH:31][CH:32]=3)[CH:19]=2)[C:24]([OH:25])=[C:15]([C:13]([NH:12][C@@H:5]([C:6]2[CH:7]=[N:8][CH:9]=[CH:10][CH:11]=2)[CH2:4][C:3]([OH:35])=[O:2])=[O:14])[N:16]=1)#[N:34], predict the reactants needed to synthesize it. The reactants are: C[O:2][C:3](=[O:35])[CH2:4][C@@H:5]([NH:12][C:13]([C:15]1[N:16]=[C:17]([C:33]#[N:34])[C:18]2[C:23]([C:24]=1[OH:25])=[CH:22][CH:21]=[C:20]([O:26][C:27]1[CH:32]=[CH:31][CH:30]=[CH:29][CH:28]=1)[CH:19]=2)=[O:14])[C:6]1[CH:7]=[N:8][CH:9]=[CH:10][CH:11]=1.O1CCCC1.[OH-].[Na+].